This data is from Reaction yield outcomes from USPTO patents with 853,638 reactions. The task is: Predict the reaction yield, written as a fraction of the theoretical maximum amount of product (1.0 means a 100% yield; for example, 0.34 means a 34% yield). (1) The reactants are Cl.[Si:2]([O:19][C@H:20]1[C@H:34]([CH2:35][CH2:36][C@H:37]([CH2:46][O:47][Si](C)(C)C(C)(C)C)[O:38][Si](C)(C)C(C)(C)C)[C@H:23]2[CH2:24][C:25]3[C:30]([CH2:31][C@H:22]2[CH2:21]1)=[C:29]([O:32][CH3:33])[CH:28]=[CH:27][CH:26]=3)([C:15]([CH3:18])([CH3:17])[CH3:16])([C:9]1[CH:14]=[CH:13][CH:12]=[CH:11][CH:10]=1)[C:3]1[CH:8]=[CH:7][CH:6]=[CH:5][CH:4]=1.C(OCC)(=O)C.CCCCCCC. The catalyst is C1COCC1.CO. The product is [Si:2]([O:19][C@H:20]1[C@H:34]([CH2:35][CH2:36][C@@H:37]([OH:38])[CH2:46][OH:47])[C@H:23]2[CH2:24][C:25]3[C:30]([CH2:31][C@H:22]2[CH2:21]1)=[C:29]([O:32][CH3:33])[CH:28]=[CH:27][CH:26]=3)([C:15]([CH3:17])([CH3:16])[CH3:18])([C:9]1[CH:10]=[CH:11][CH:12]=[CH:13][CH:14]=1)[C:3]1[CH:4]=[CH:5][CH:6]=[CH:7][CH:8]=1. The yield is 0.640. (2) The reactants are [Br:1][C:2]1[CH:3]=[C:4](C(=O)C(Cl)(Cl)Cl)[NH:5][CH:6]=1.[CH3:13][O-:14].[Na+].[CH3:16][OH:17]. The product is [Br:1][C:2]1[CH:3]=[C:4]([C:13]([O:17][CH3:16])=[O:14])[NH:5][CH:6]=1. The catalyst is O. The yield is 0.850. (3) The reactants are C(OC([N:8]([C:35]1[N:36]=[C:37]2[CH:43]=[CH:42][N:41]([S:44]([C:47]3[CH:53]=[CH:52][C:50]([CH3:51])=[CH:49][CH:48]=3)(=[O:46])=[O:45])[C:38]2=[N:39][CH:40]=1)[CH2:9][C:10]([C@@H:12]1[CH2:17][CH2:16][CH2:15][N:14]([C:18]([O:20][CH2:21][CH:22]2[C:34]3[CH:33]=[CH:32][CH:31]=[CH:30][C:29]=3[C:28]3[C:23]2=[CH:24][CH:25]=[CH:26][CH:27]=3)=[O:19])[CH2:13]1)=O)=O)(C)(C)C.C(O)(C(F)(F)F)=O.C(OC(C(F)(F)F)=O)(C(F)(F)F)=O. No catalyst specified. The product is [S:44]([N:41]1[C:38]2[N:39]=[CH:40][C:35]3[N:36]([C:10]([C@@H:12]4[CH2:17][CH2:16][CH2:15][N:14]([C:18]([O:20][CH2:21][CH:22]5[C:23]6[CH:24]=[CH:25][CH:26]=[CH:27][C:28]=6[C:29]6[C:34]5=[CH:33][CH:32]=[CH:31][CH:30]=6)=[O:19])[CH2:13]4)=[CH:9][N:8]=3)[C:37]=2[CH:43]=[CH:42]1)([C:47]1[CH:53]=[CH:52][C:50]([CH3:51])=[CH:49][CH:48]=1)(=[O:45])=[O:46]. The yield is 0.990. (4) The reactants are C(N(CC)CC)C.[Cl:8]CCl.[S:11]1[CH:15]=[CH:14][C:13]2[C:16]([N:20]3[CH2:25][CH2:24][N:23]([CH2:26][CH2:27][CH2:28][O:29][CH:30]4[CH2:35][CH2:34][NH:33][CH2:32][CH2:31]4)[CH2:22][CH2:21]3)=[CH:17][CH:18]=[CH:19][C:12]1=2.[C:36](Cl)(=[O:38])[CH3:37]. The catalyst is O. The product is [ClH:8].[S:11]1[CH:15]=[CH:14][C:13]2[C:16]([N:20]3[CH2:25][CH2:24][N:23]([CH2:26][CH2:27][CH2:28][O:29][CH:30]4[CH2:35][CH2:34][N:33]([C:36](=[O:38])[CH3:37])[CH2:32][CH2:31]4)[CH2:22][CH2:21]3)=[CH:17][CH:18]=[CH:19][C:12]1=2. The yield is 0.660. (5) The reactants are [CH3:1][C:2]1[N:7]=[C:6]([NH2:8])[CH:5]=[CH:4][C:3]=1[C:9]#[C:10][Si](C)(C)C.CO.C(=O)([O-])[O-].[K+].[K+]. The catalyst is O. The product is [C:9]([C:3]1[CH:4]=[CH:5][C:6]([NH2:8])=[N:7][C:2]=1[CH3:1])#[CH:10]. The yield is 0.880. (6) The catalyst is C1COCC1.[Cu]I. The yield is 0.800. The product is [CH2:1]([O:3][C:4](=[O:15])[NH:5][C:6]1[C:7]([C:28]#[C:27][Si:23]([CH3:26])([CH3:25])[CH3:24])=[N:8][CH:9]=[CH:10][C:11]=1[O:12][CH3:13])[CH3:2]. The reactants are [CH2:1]([O:3][C:4](=[O:15])[NH:5][C:6]1[C:7](Br)=[N:8][CH:9]=[CH:10][C:11]=1[O:12][CH3:13])[CH3:2].CCN(CC)CC.[Si:23]([C:27]#[CH:28])([CH3:26])([CH3:25])[CH3:24]. (7) The reactants are [CH3:1][O:2][C:3]1[CH:4]=[C:5](/[C:11](=[CH:14]/[C:15]2[CH:20]=[CH:19][C:18]([OH:21])=[CH:17][CH:16]=2)/[C:12]#[N:13])[CH:6]=[CH:7][C:8]=1[O:9][CH3:10].C(=O)([O-])[O-].[K+].[K+].Br[CH2:29][CH2:30][CH2:31][CH2:32][CH2:33][CH2:34][C:35]([O:37][CH2:38][CH3:39])=[O:36]. The catalyst is CS(C)=O. The product is [C:12](/[C:11](/[C:5]1[CH:6]=[CH:7][C:8]([O:9][CH3:10])=[C:3]([O:2][CH3:1])[CH:4]=1)=[CH:14]\[C:15]1[CH:16]=[CH:17][C:18]([O:21][CH2:29][CH2:30][CH2:31][CH2:32][CH2:33][CH2:34][C:35]([O:37][CH2:38][CH3:39])=[O:36])=[CH:19][CH:20]=1)#[N:13]. The yield is 0.720.